Dataset: Forward reaction prediction with 1.9M reactions from USPTO patents (1976-2016). Task: Predict the product of the given reaction. (1) Given the reactants [C:1]([O:20][CH2:21][CH2:22][O:23][CH2:24][CH2:25][OH:26])([C:14]1[CH:19]=[CH:18][CH:17]=[CH:16][CH:15]=1)([C:8]1[CH:13]=[CH:12][CH:11]=[CH:10][CH:9]=1)[C:2]1[CH:7]=[CH:6][CH:5]=[CH:4][CH:3]=1.[H-].[Na+].[CH2:29]([CH:31]1[O:33][CH2:32]1)Br, predict the reaction product. The product is: [C:1]([O:20][CH2:21][CH2:22][O:23][CH2:24][CH2:25][O:26][CH2:29][CH:31]1[CH2:32][O:33]1)([C:8]1[CH:13]=[CH:12][CH:11]=[CH:10][CH:9]=1)([C:14]1[CH:15]=[CH:16][CH:17]=[CH:18][CH:19]=1)[C:2]1[CH:3]=[CH:4][CH:5]=[CH:6][CH:7]=1. (2) Given the reactants Cl[C:2]1[C:7]([F:8])=[CH:6][C:5]([C:9]2[C:18]3[C:13](=[CH:14][C:15]([S:19]([N:22]([C:32]4[CH:36]=[CH:35][O:34][N:33]=4)[CH2:23][C:24]4[CH:29]=[CH:28][C:27]([O:30][CH3:31])=[CH:26][CH:25]=4)(=[O:21])=[O:20])=[CH:16][CH:17]=3)[C:12]([OH:37])=[CH:11][N:10]=2)=[C:4]([O:38][CH3:39])[CH:3]=1.[F:40][C:41]([F:52])([F:51])[C:42]1[CH:43]=[C:44](B(O)O)[CH:45]=[CH:46][CH:47]=1.C1(P(C2CCCCC2)C2C=CC=CC=2C2C(OC)=CC=CC=2OC)CCCCC1.P([O-])([O-])([O-])=O.[K+].[K+].[K+], predict the reaction product. The product is: [F:8][C:7]1[CH:6]=[C:5]([C:9]2[C:18]3[C:13](=[CH:14][C:15]([S:19]([N:22]([C:32]4[CH:36]=[CH:35][O:34][N:33]=4)[CH2:23][C:24]4[CH:29]=[CH:28][C:27]([O:30][CH3:31])=[CH:26][CH:25]=4)(=[O:20])=[O:21])=[CH:16][CH:17]=3)[C:12]([OH:37])=[CH:11][N:10]=2)[C:4]([O:38][CH3:39])=[CH:3][C:2]=1[C:46]1[CH:45]=[CH:44][CH:43]=[C:42]([C:41]([F:52])([F:51])[F:40])[CH:47]=1. (3) Given the reactants [CH3:1][O:2][C:3]1[CH:4]=[C:5]([CH:12]([C:14]2[CH:19]=[C:18]([O:20][CH3:21])[CH:17]=[C:16]([O:22][CH3:23])[CH:15]=2)[OH:13])[CH:6]=[CH:7][C:8]=1[N+:9]([O-:11])=[O:10], predict the reaction product. The product is: [CH3:1][O:2][C:3]1[CH:4]=[C:5]([C:12]([C:14]2[CH:19]=[C:18]([O:20][CH3:21])[CH:17]=[C:16]([O:22][CH3:23])[CH:15]=2)=[O:13])[CH:6]=[CH:7][C:8]=1[N+:9]([O-:11])=[O:10]. (4) Given the reactants [C:1]([C@H:5]1[C:23](=[O:24])[N:22]2[CH2:25][C@@H:19]([CH2:20][C@H:21]2[C:26]([O:28][CH3:29])=[O:27])[O:18][C:17]2[N:30]=[CH:31][CH:32]=[CH:33][C:16]=2[CH:15]=[CH:14][CH2:13][CH2:12][CH2:11][CH2:10][CH2:9][O:8][C:7](=[O:34])[NH:6]1)([CH3:4])([CH3:3])[CH3:2], predict the reaction product. The product is: [C:1]([C@H:5]1[C:23](=[O:24])[N:22]2[CH2:25][C@@H:19]([CH2:20][C@H:21]2[C:26]([O:28][CH3:29])=[O:27])[O:18][C:17]2[N:30]=[CH:31][CH:32]=[CH:33][C:16]=2[CH2:15][CH2:14][CH2:13][CH2:12][CH2:11][CH2:10][CH2:9][O:8][C:7](=[O:34])[NH:6]1)([CH3:4])([CH3:2])[CH3:3]. (5) The product is: [C:1]([O-:7])(=[O:6])[CH2:2][C:3]([O-:5])=[O:4].[Sr+2:10].[Sr:10]. Given the reactants [C:1]([O-:7])(=[O:6])[CH2:2][C:3]([O-:5])=[O:4].[Ca+2].O.[Sr:10], predict the reaction product. (6) The product is: [C:1]([O:5][C:6]([N:8]1[CH2:13][CH2:12][CH:11]([CH2:14][CH2:15][CH2:16][C:17]2[CH:18]=[N:19][CH:20]=[CH:21][CH:22]=2)[CH2:10][CH2:9]1)=[O:7])([CH3:4])([CH3:2])[CH3:3]. Given the reactants [C:1]([O:5][C:6]([N:8]1[CH2:13][CH2:12][CH:11]([CH2:14][CH:15]=[CH:16][C:17]2[CH:18]=[N:19][CH:20]=[CH:21][CH:22]=2)[CH2:10][CH2:9]1)=[O:7])([CH3:4])([CH3:3])[CH3:2].[H][H], predict the reaction product. (7) The product is: [ClH:47].[CH3:44][N:26]([CH2:25][C:24]([C:11]1[CH:12]=[CH:13][C:14]([O:15][CH2:16][C:17]([OH:23])=[O:18])=[C:9]([O:8][CH2:7][C:6]([OH:46])=[O:5])[CH:10]=1)=[O:45])[C:27](=[O:43])/[CH:28]=[CH:29]/[CH:30]1[CH2:35][CH2:34][NH:33][CH2:32][CH2:31]1. Given the reactants C([O:5][C:6](=[O:46])[CH2:7][O:8][C:9]1[CH:10]=[C:11]([C:24](=[O:45])[CH2:25][N:26]([CH3:44])[C:27](=[O:43])/[CH:28]=[CH:29]/[CH:30]2[CH2:35][CH2:34][N:33](C(OC(C)(C)C)=O)[CH2:32][CH2:31]2)[CH:12]=[CH:13][C:14]=1[O:15][CH2:16][C:17](=[O:23])[O:18]C(C)(C)C)(C)(C)C.[ClH:47], predict the reaction product. (8) Given the reactants [F:1][C:2]1[CH:7]=[CH:6][C:5]([NH:8][C:9]([C:11]2([C:14]([NH:16][C:17]3[CH:22]=[CH:21][C:20]([O:23][C:24]4[C:33]5[C:28](=[CH:29][C:30]([OH:36])=[C:31]([O:34][CH3:35])[CH:32]=5)[N:27]=[CH:26][N:25]=4)=[C:19]([F:37])[CH:18]=3)=[O:15])[CH2:13][CH2:12]2)=[O:10])=[CH:4][CH:3]=1.O[CH2:39][CH2:40][CH2:41][N:42]1[CH2:47][CH2:46][O:45][CH2:44][CH2:43]1.C1(P(C2C=CC=CC=2)C2C=CC=CC=2)C=CC=CC=1.N(C(OC(C)C)=O)=NC(OC(C)C)=O, predict the reaction product. The product is: [F:37][C:19]1[CH:18]=[C:17]([NH:16][C:14]([C:11]2([C:9]([NH:8][C:5]3[CH:4]=[CH:3][C:2]([F:1])=[CH:7][CH:6]=3)=[O:10])[CH2:13][CH2:12]2)=[O:15])[CH:22]=[CH:21][C:20]=1[O:23][C:24]1[C:33]2[C:28](=[CH:29][C:30]([O:36][CH2:39][CH2:40][CH2:41][N:42]3[CH2:47][CH2:46][O:45][CH2:44][CH2:43]3)=[C:31]([O:34][CH3:35])[CH:32]=2)[N:27]=[CH:26][N:25]=1.